Dataset: Catalyst prediction with 721,799 reactions and 888 catalyst types from USPTO. Task: Predict which catalyst facilitates the given reaction. Reactant: [NH2:1][C@H:2]1[C:11]2[C:6](=[CH:7][CH:8]=[C:9]([F:12])[CH:10]=2)[N:5]([C:13](=[O:15])[CH3:14])[C@@H:4]([CH:16]2[CH2:18][CH2:17]2)[C@@H:3]1[CH3:19].Cl[C:21]1[N:26]=[C:25]([CH3:27])[CH:24]=[CH:23][N:22]=1. Product: [CH:16]1([C@H:4]2[C@H:3]([CH3:19])[C@@H:2]([NH:1][C:21]3[N:26]=[C:25]([CH3:27])[CH:24]=[CH:23][N:22]=3)[C:11]3[C:6](=[CH:7][CH:8]=[C:9]([F:12])[CH:10]=3)[N:5]2[C:13](=[O:15])[CH3:14])[CH2:18][CH2:17]1. The catalyst class is: 60.